The task is: Regression. Given a peptide amino acid sequence and an MHC pseudo amino acid sequence, predict their binding affinity value. This is MHC class II binding data.. This data is from Peptide-MHC class II binding affinity with 134,281 pairs from IEDB. (1) The peptide sequence is PVYLMTLMKGASKRS. The MHC is DRB1_1101 with pseudo-sequence DRB1_1101. The binding affinity (normalized) is 0.931. (2) The peptide sequence is GELQIVYKIDAAFKI. The MHC is DRB1_1201 with pseudo-sequence DRB1_1201. The binding affinity (normalized) is 0.678. (3) The peptide sequence is FILLMLVTPSMAMRC. The MHC is DRB1_1302 with pseudo-sequence DRB1_1302. The binding affinity (normalized) is 0.561. (4) The peptide sequence is VREFVATARTLGNFS. The binding affinity (normalized) is 0.844. The MHC is DRB1_0101 with pseudo-sequence DRB1_0101. (5) The peptide sequence is EEGKCGLNSVDSLEH. The MHC is HLA-DQA10501-DQB10402 with pseudo-sequence HLA-DQA10501-DQB10402. The binding affinity (normalized) is 0. (6) The peptide sequence is TSSTPEAVSLLCSDK. The MHC is DRB1_1201 with pseudo-sequence DRB1_1201. The binding affinity (normalized) is 0.219. (7) The binding affinity (normalized) is 0.558. The peptide sequence is TILPLMALLTPVTMA. The MHC is HLA-DQA10201-DQB10402 with pseudo-sequence HLA-DQA10201-DQB10402.